This data is from Full USPTO retrosynthesis dataset with 1.9M reactions from patents (1976-2016). The task is: Predict the reactants needed to synthesize the given product. (1) Given the product [O:2]1[CH2:6][CH2:5][O:4][CH:3]1[CH2:7][CH2:8][C:11]1[S:15][C:14]([C:16]2[CH:21]=[CH:20][CH:19]=[CH:18][CH:17]=2)=[N:13][C:12]=1[C:22]([O:24][CH2:25][CH3:26])=[O:23], predict the reactants needed to synthesize it. The reactants are: [Br-].[O:2]1[CH2:6][CH2:5][O:4][CH:3]1[CH2:7][CH2:8][Zn+].Br[C:11]1[S:15][C:14]([C:16]2[CH:21]=[CH:20][CH:19]=[CH:18][CH:17]=2)=[N:13][C:12]=1[C:22]([O:24][CH2:25][CH3:26])=[O:23].C([O-])(O)=O.[Na+]. (2) Given the product [CH:15]([C:2]1[CH:7]=[CH:6][C:5]([C:8]([F:11])([F:10])[F:9])=[CH:4][C:3]=1[N+:12]([O-:14])=[O:13])=[CH2:16], predict the reactants needed to synthesize it. The reactants are: Br[C:2]1[CH:7]=[CH:6][C:5]([C:8]([F:11])([F:10])[F:9])=[CH:4][C:3]=1[N+:12]([O-:14])=[O:13].[CH3:15][CH:16](O)C.